From a dataset of Forward reaction prediction with 1.9M reactions from USPTO patents (1976-2016). Predict the product of the given reaction. (1) Given the reactants [CH3:1][O:2][C:3]1[CH:8]=[CH:7][CH:6]=[C:5](/[CH:9]=[CH:10]/[C:11]2[CH:16]=[CH:15][C:14]([N+:17]([O-])=O)=[CH:13][CH:12]=2)[CH:4]=1.[Sn], predict the reaction product. The product is: [CH3:1][O:2][C:3]1[CH:4]=[C:5](/[CH:9]=[CH:10]/[C:11]2[CH:12]=[CH:13][C:14]([NH2:17])=[CH:15][CH:16]=2)[CH:6]=[CH:7][CH:8]=1. (2) Given the reactants [CH3:1][CH:2]([N:4]1[CH:8]=[CH:7][N:6]=[C:5]1[C:9]([OH:11])=O)[CH3:3].CN(C(ON1N=NC2C=CC=NC1=2)=[N+](C)C)C.F[P-](F)(F)(F)(F)F.CCN(C(C)C)C(C)C.[NH:45]1[C:53]2[C:48](=[C:49]([C:54]3[CH:55]=[C:56]([NH2:63])[C:57]4[CH:58]=[N:59][NH:60][C:61]=4[CH:62]=3)[CH:50]=[CH:51][CH:52]=2)[CH:47]=[CH:46]1, predict the reaction product. The product is: [NH:45]1[C:53]2[C:48](=[C:49]([C:54]3[CH:62]=[C:61]4[C:57]([CH:58]=[N:59][NH:60]4)=[C:56]([NH:63][C:9]([C:5]4[N:4]([CH:2]([CH3:1])[CH3:3])[CH:8]=[CH:7][N:6]=4)=[O:11])[CH:55]=3)[CH:50]=[CH:51][CH:52]=2)[CH:47]=[CH:46]1. (3) Given the reactants [NH2:1][C:2]1[C:7]([NH2:8])=[C:6]([NH:9][C@@H:10]2[C@@H:15]3[CH2:16][C@@H:12]([CH:13]=[CH:14]3)[C@@H:11]2[C:17]([NH2:19])=[O:18])[C:5]([Cl:20])=[CH:4][N:3]=1.[OH:21][C@H:22]([CH2:40][O:41][CH3:42])[CH2:23][N:24]1[CH2:29][CH2:28][CH:27]([C:30]2[CH:37]=[CH:36][C:33]([CH:34]=O)=[C:32]([O:38][CH3:39])[CH:31]=2)[CH2:26][CH2:25]1, predict the reaction product. The product is: [Cl:20][C:5]1[C:6]([NH:9][C@@H:10]2[C@@H:15]3[CH2:16][C@@H:12]([CH:13]=[CH:14]3)[C@@H:11]2[C:17]([NH2:19])=[O:18])=[C:7]2[N:8]=[C:34]([C:33]3[CH:36]=[CH:37][C:30]([CH:27]4[CH2:26][CH2:25][N:24]([CH2:23][C@H:22]([OH:21])[CH2:40][O:41][CH3:42])[CH2:29][CH2:28]4)=[CH:31][C:32]=3[O:38][CH3:39])[NH:1][C:2]2=[N:3][CH:4]=1. (4) Given the reactants [OH:1][CH2:2][C:3]1[CH:4]=[C:5]([CH:10]=[CH:11][CH:12]=1)[C:6]([O:8][CH3:9])=[O:7].C(N(CC)[P:16]([O:22][C:23]([CH3:26])([CH3:25])[CH3:24])[O:17][C:18]([CH3:21])([CH3:20])[CH3:19])C.CC1NN=NN=1.ClC1C=C(C=CC=1)C(OO)=[O:40], predict the reaction product. The product is: [C:23]([O:22][P:16]([O:1][CH2:2][C:3]1[CH:4]=[C:5]([CH:10]=[CH:11][CH:12]=1)[C:6]([O:8][CH3:9])=[O:7])([O:17][C:18]([CH3:19])([CH3:20])[CH3:21])=[O:40])([CH3:24])([CH3:25])[CH3:26]. (5) Given the reactants [CH2:1]([O:8][C:9](=[O:19])[N:10]([CH2:16][CH:17]=[CH2:18])[CH2:11][CH2:12][CH2:13]C=C)[C:2]1[CH:7]=[CH:6][CH:5]=[CH:4][CH:3]=1, predict the reaction product. The product is: [CH2:1]([O:8][C:9]([N:10]1[CH2:16][CH:17]=[CH:18][CH2:13][CH2:12][CH2:11]1)=[O:19])[C:2]1[CH:3]=[CH:4][CH:5]=[CH:6][CH:7]=1. (6) Given the reactants [Br:1][C:2]1[CH:3]=[C:4]2[C:9](=[CH:10][CH:11]=1)[O:8][CH2:7][CH:6]([N+:12]([O-])=O)[CH2:5]2, predict the reaction product. The product is: [Br:1][C:2]1[CH:3]=[C:4]2[C:9](=[CH:10][CH:11]=1)[O:8][CH2:7][CH:6]([NH2:12])[CH2:5]2. (7) The product is: [F:45][C:46]([F:68])([C:61]1[CH:66]=[CH:65][C:64]([F:67])=[CH:63][CH:62]=1)[C:47]1[N:54]=[C:52]([OH:53])[C:51]2[C:50](=[CH:58][C:57]([O:59][CH3:60])=[CH:56][CH:55]=2)[N:49]=1. Given the reactants FC1C(F)=C2C(=CC=1F)N=C(C1C=CC(F)=CC=1)N=C2O.FC(F)(C1C=CC(F)=CC=1)C(NC1C=C(F)C=CC=1C(N)=O)=O.[F:45][C:46]([F:68])([C:61]1[CH:66]=[CH:65][C:64]([F:67])=[CH:63][CH:62]=1)[C:47]([NH:49][C:50]1[CH:58]=[C:57]([O:59][CH3:60])[CH:56]=[CH:55][C:51]=1[C:52]([NH2:54])=[O:53])=O, predict the reaction product. (8) Given the reactants CC[C@H]1[C@H]2C[C@H]([C@H](OC3C4C(=CC=CC=4)C(O[C@H](C4C=CN=C5C=4C=C(OC)C=C5)[C@@H]4N5C[C@H](CC)[C@@H](CC5)C4)=NN=3)C3C=CN=C4C=3C=C([O:22]C)C=C4)N(CC2)C1.[C:59]([OH:63])(C)([CH3:61])[CH3:60].O.[Cl:65][C:66]1[CH:75]=[C:74]2[C:69]([CH:70]=[CH:71][C:72]([CH3:76])=[N:73]2)=[C:68]([C:77]2[CH:82]=[CH:81][C:80]([Cl:83])=[CH:79][CH:78]=2)C=1C=C, predict the reaction product. The product is: [Cl:65][C:66]1[CH:75]=[C:74]2[C:69]([CH:70]=[CH:71][C:72]([CH3:76])=[N:73]2)=[C:68]([C:77]2[CH:82]=[CH:81][C:80]([Cl:83])=[CH:79][CH:78]=2)[C:60]=1[C@H:59]([OH:63])[CH2:61][OH:22]. (9) Given the reactants C[Si]([N-][Si](C)(C)C)(C)C.[Na+].[CH3:11][O:12][C:13](=[O:29])[CH2:14][CH2:15][CH:16]1[CH2:21][CH2:20][N:19]([C:22]([O:24][C:25]([CH3:28])([CH3:27])[CH3:26])=[O:23])[CH2:18][CH2:17]1.I[CH3:31].Cl, predict the reaction product. The product is: [CH3:11][O:12][C:13](=[O:29])[CH:14]([CH3:31])[CH2:15][CH:16]1[CH2:21][CH2:20][N:19]([C:22]([O:24][C:25]([CH3:26])([CH3:28])[CH3:27])=[O:23])[CH2:18][CH2:17]1.